From a dataset of Full USPTO retrosynthesis dataset with 1.9M reactions from patents (1976-2016). Predict the reactants needed to synthesize the given product. (1) Given the product [Br:1][C:2]1[C:3]([NH:13][CH2:21][C:22]([O:24][CH3:25])=[O:23])=[CH:4][S:5][C:6]=1[C:7]1[CH:12]=[CH:11][CH:10]=[CH:9][CH:8]=1, predict the reactants needed to synthesize it. The reactants are: [Br:1][C:2]1[C:3]([NH2:13])=[CH:4][S:5][C:6]=1[C:7]1[CH:12]=[CH:11][CH:10]=[CH:9][CH:8]=1.C([O-])([O-])=O.[K+].[K+].Br[CH2:21][C:22]([O:24][CH3:25])=[O:23]. (2) Given the product [C:67]([O:66][C:64](=[O:65])[C@@H:58]([NH:57][C:25](=[O:27])[CH2:24][CH2:23][CH2:22][CH2:21][CH2:20][CH2:19][CH2:18][CH2:17][CH2:16][CH2:15][CH2:14][CH2:13][C:10]1[S:9][C:8]([C:6]([O:5][C:1]([CH3:2])([CH3:3])[CH3:4])=[O:7])=[CH:12][CH:11]=1)[CH2:59][CH2:60][C:61]([OH:63])=[O:62])([CH3:70])([CH3:68])[CH3:69], predict the reactants needed to synthesize it. The reactants are: [C:1]([O:5][C:6]([C:8]1[S:9][C:10]([CH2:13][CH2:14][CH2:15][CH2:16][CH2:17][CH2:18][CH2:19][CH2:20][CH2:21][CH2:22][CH2:23][CH2:24][C:25]([OH:27])=O)=[CH:11][CH:12]=1)=[O:7])([CH3:4])([CH3:3])[CH3:2].[B-](F)(F)(F)F.CN(C(ON1C(=O)CCC1=O)=[N+](C)C)C.CCN(C(C)C)C(C)C.[NH2:57][C@H:58]([C:64]([O:66][C:67]([CH3:70])([CH3:69])[CH3:68])=[O:65])[CH2:59][CH2:60][C:61](=[O:63])[OH:62]. (3) Given the product [Br:1][C:2]1[CH:7]=[CH:6][C:5]([O:8][C:22]2[CH:30]=[C:29]([CH3:31])[CH:28]=[CH:27][C:23]=2[C:24]([OH:26])=[O:25])=[CH:4][CH:3]=1, predict the reactants needed to synthesize it. The reactants are: [Br:1][C:2]1[CH:7]=[CH:6][C:5]([OH:8])=[CH:4][CH:3]=1.C([O-])([O-])=O.[Cs+].[Cs+].C(OCC)(=O)C.Br[C:22]1[CH:30]=[C:29]([CH3:31])[CH:28]=[CH:27][C:23]=1[C:24]([OH:26])=[O:25]. (4) Given the product [ClH:12].[CH2:14]([O:8][C:7](=[O:9])[C@H:2]([C@H:3]([CH2:5][CH3:6])[CH3:4])[NH2:1])[CH3:15], predict the reactants needed to synthesize it. The reactants are: [NH2:1][C@H:2]([C:7]([OH:9])=[O:8])[C@H:3]([CH2:5][CH3:6])[CH3:4].S(Cl)([Cl:12])=O.[CH3:14][CH2:15]O. (5) Given the product [N:1]1[CH:6]=[CH:5][C:4]([C:7]2[C:8]([C:20]3[CH:21]=[C:22]([CH:37]=[CH:38][CH:39]=3)[CH2:23][NH:24][C:25](=[O:36])[C:26]3[CH:31]=[CH:30][C:29]([C:32]([F:34])([F:35])[F:33])=[CH:28][CH:27]=3)=[N:9][NH:10][CH:11]=2)=[CH:3][CH:2]=1, predict the reactants needed to synthesize it. The reactants are: [N:1]1[CH:6]=[CH:5][C:4]([C:7]2[C:8]([C:20]3[CH:21]=[C:22]([CH:37]=[CH:38][CH:39]=3)[CH2:23][NH:24][C:25](=[O:36])[C:26]3[CH:31]=[CH:30][C:29]([C:32]([F:35])([F:34])[F:33])=[CH:28][CH:27]=3)=[N:9][N:10](COCC[Si](C)(C)C)[CH:11]=2)=[CH:3][CH:2]=1. (6) Given the product [CH:7]1([N:6]2[C:2]3[N:1]=[C:16]4[CH2:17][N:35]([C:30]5[CH:31]=[CH:32][CH:33]=[CH:34][C:29]=5[O:28][CH3:27])[CH2:36][CH2:37][N:14]4[C:12](=[O:13])[C:3]=3[CH:4]=[N:5]2)[CH2:11][CH2:10][CH2:9][CH2:8]1, predict the reactants needed to synthesize it. The reactants are: [NH2:1][C:2]1[N:6]([CH:7]2[CH2:11][CH2:10][CH2:9][CH2:8]2)[N:5]=[CH:4][C:3]=1[C:12]([NH2:14])=[O:13].N[C:16]1N(C(C)C)N=C[C:17]=1C(N)=O.[CH3:27][O:28][C:29]1[CH:34]=[CH:33][CH:32]=[CH:31][C:30]=1[NH:35][CH2:36][CH2:37]O.ClC1C=CC(NCCO)=CC=1. (7) The reactants are: C([BH3-])#N.[Na+].[N:5](=[C:7]([CH3:25])[CH2:8][CH2:9][CH2:10][CH2:11][N:12]1[C:21](=[O:22])[C:20]2[N:19]([CH3:23])[CH:18]=[N:17][C:16]=2[N:15]([CH3:24])[C:13]1=[O:14])[OH:6].Cl. Given the product [OH:6][NH:5][CH:7]([CH3:25])[CH2:8][CH2:9][CH2:10][CH2:11][N:12]1[C:21](=[O:22])[C:20]2[N:19]([CH3:23])[CH:18]=[N:17][C:16]=2[N:15]([CH3:24])[C:13]1=[O:14], predict the reactants needed to synthesize it. (8) Given the product [CH3:1][O:2][C:3]1[CH:8]=[CH:7][C:6]([C:10]2[CH:15]=[CH:14][CH:13]=[CH:12][CH:11]=2)=[CH:5][CH:4]=1, predict the reactants needed to synthesize it. The reactants are: [CH3:1][O:2][C:3]1[CH:8]=[CH:7][C:6](Br)=[CH:5][CH:4]=1.[C:10]1(B(O)O)[CH:15]=[CH:14][CH:13]=[CH:12][CH:11]=1.